Dataset: Catalyst prediction with 721,799 reactions and 888 catalyst types from USPTO. Task: Predict which catalyst facilitates the given reaction. (1) Product: [C:20]([C:19]1[CH:18]=[CH:17][C:16]([O:15][CH2:14][CH2:13][CH2:12][CH:9]2[CH2:10][CH2:11][N:6]([CH2:31][CH2:32][CH2:33][O:34][C:35]3[CH:42]=[CH:41][C:38]([C:39]#[N:40])=[CH:37][CH:36]=3)[CH2:7][CH2:8]2)=[CH:23][CH:22]=1)#[N:21]. The catalyst class is: 226. Reactant: CN(C)C=O.[NH:6]1[CH2:11][CH2:10][CH:9]([CH2:12][CH2:13][CH2:14][O:15][C:16]2[CH:23]=[CH:22][C:19]([C:20]#[N:21])=[CH:18][CH:17]=2)[CH2:8][CH2:7]1.C(=O)([O-])[O-].[K+].[K+].Br[CH2:31][CH2:32][CH2:33][O:34][C:35]1[CH:42]=[CH:41][C:38]([C:39]#[N:40])=[CH:37][CH:36]=1. (2) Reactant: [CH3:1][C:2]1[C:3](N=O)=[C:4]2[N:9]([C:10]=1C(OC)=O)[CH:8]=[CH:7][CH:6]=[CH:5]2.N([O-])=O.[Na+].CC1C=C2N(C=1C(OC)=O)C=CC=C2. Product: [CH3:1][C:2]1[CH:3]=[C:4]2[N:9]([CH:10]=1)[CH:8]=[CH:7][CH:6]=[CH:5]2. The catalyst class is: 211. (3) Product: [F:15][C:16]1[CH:17]=[CH:18][C:19]([N:22]2[C:30]3[CH2:29][CH2:28][CH2:27][N:26]([C:8](=[O:10])[CH2:7][N:6]4[C:2]([CH3:1])=[N:3][C:4]([C:11]([F:14])([F:13])[F:12])=[N:5]4)[C:25]=3[CH:24]=[N:23]2)=[CH:20][CH:21]=1. The catalyst class is: 22. Reactant: [CH3:1][C:2]1[N:6]([CH2:7][C:8]([OH:10])=O)[N:5]=[C:4]([C:11]([F:14])([F:13])[F:12])[N:3]=1.[F:15][C:16]1[CH:21]=[CH:20][C:19]([N:22]2[C:30]3[CH2:29][CH2:28][CH2:27][NH:26][C:25]=3[CH:24]=[N:23]2)=[CH:18][CH:17]=1.